This data is from Full USPTO retrosynthesis dataset with 1.9M reactions from patents (1976-2016). The task is: Predict the reactants needed to synthesize the given product. Given the product [CH3:1][C:2]1([CH2:11][C:12]([OH:14])=[O:13])[C:10]2[C:5](=[CH:6][CH:7]=[CH:8][CH:9]=2)[CH2:4][CH2:3]1, predict the reactants needed to synthesize it. The reactants are: [CH3:1][C:2]1([CH2:11][C:12]([O:14]CC)=[O:13])[C:10]2[C:5](=[CH:6][CH:7]=[CH:8][CH:9]=2)[CH2:4][CH2:3]1.CO.[OH-].[Na+].